From a dataset of Tyrosyl-DNA phosphodiesterase HTS with 341,365 compounds. Binary Classification. Given a drug SMILES string, predict its activity (active/inactive) in a high-throughput screening assay against a specified biological target. (1) The molecule is S(C(C(=O)NC1(CCCCC1)C#N)C)c1[nH]c2c(n1)ccc(OC)c2. The result is 0 (inactive). (2) The molecule is ClC(Cl)(Cl)C(NC(=S)Nc1c([N+]([O-])=O)cc(OC)cc1)NC(=O)C. The result is 0 (inactive).